Predict the reaction yield, written as a fraction of the theoretical maximum amount of product (1.0 means a 100% yield; for example, 0.34 means a 34% yield). From a dataset of Reaction yield outcomes from USPTO patents with 853,638 reactions. (1) The reactants are I[C:2]1[C:7]([CH3:8])=[CH:6][C:5]([NH:9][C:10]([CH2:12][CH2:13][N:14]2[CH2:19][CH2:18][CH:17]([O:20][C:21](=[O:35])[NH:22][C:23]3[CH:28]=[CH:27][CH:26]=[CH:25][C:24]=3[C:29]3[CH:34]=[CH:33][CH:32]=[CH:31][CH:30]=3)[CH2:16][CH2:15]2)=[O:11])=[C:4]([CH3:36])[CH:3]=1.CN(C)[CH:39]=[O:40].C1(P(C2C=CC=CC=2)CCCP(C2C=CC=CC=2)C2C=CC=CC=2)C=CC=CC=1.[CH3:71][OH:72]. The yield is 0.920. The catalyst is C([O-])(=O)C.[Pd+2].C([O-])(=O)C. The product is [CH3:71][O:72][C:39](=[O:40])[C:2]1[CH:3]=[C:4]([CH3:36])[C:5]([NH:9][C:10](=[O:11])[CH2:12][CH2:13][N:14]2[CH2:19][CH2:18][CH:17]([O:20][C:21](=[O:35])[NH:22][C:23]3[CH:28]=[CH:27][CH:26]=[CH:25][C:24]=3[C:29]3[CH:30]=[CH:31][CH:32]=[CH:33][CH:34]=3)[CH2:16][CH2:15]2)=[CH:6][C:7]=1[CH3:8]. (2) The reactants are [NH2:1][C:2]1[CH2:6][CH2:5][C@@H:4]([CH3:7])[C:3]=1[C:8]([O:10]CC)=O.C([O-])=O.[NH4+].[CH:17]([NH2:19])=O. No catalyst specified. The product is [CH3:7][C@H:4]1[C:3]2[C:8]([OH:10])=[N:19][CH:17]=[N:1][C:2]=2[CH2:6][CH2:5]1. The yield is 0.650. (3) The reactants are [CH3:1][O:2][C:3](=[O:15])[CH2:4][C:5]1[C:13]2[C:8](=[CH:9][CH:10]=[CH:11][CH:12]=2)[N:7]([CH3:14])[CH:6]=1.C[Si]([N-][Si](C)(C)C)(C)C.[Li+].Cl[CH2:27][C:28]1[CH:48]=[CH:47][C:31]([O:32][CH2:33][CH2:34][C:35]2[N:36]=[C:37]([C:41]3[CH:46]=[CH:45][CH:44]=[CH:43][CH:42]=3)[O:38][C:39]=2[CH3:40])=[CH:30][CH:29]=1. The catalyst is O1CCCC1.O. The product is [CH3:1][O:2][C:3](=[O:15])[CH:4]([C:5]1[C:13]2[C:8](=[CH:9][CH:10]=[CH:11][CH:12]=2)[N:7]([CH3:14])[CH:6]=1)[CH2:27][C:28]1[CH:29]=[CH:30][C:31]([O:32][CH2:33][CH2:34][C:35]2[N:36]=[C:37]([C:41]3[CH:46]=[CH:45][CH:44]=[CH:43][CH:42]=3)[O:38][C:39]=2[CH3:40])=[CH:47][CH:48]=1. The yield is 0.230. (4) The reactants are [CH2:1]([O:3][C:4](=[O:12])[C:5]([S:8][C:9](=O)[CH3:10])([CH3:7])[CH3:6])[CH3:2].C[O-].[Na+].BrCC[CH2:19][C:20]([F:23])([F:22])[F:21]. The catalyst is C(O)C. The product is [CH2:1]([O:3][C:4](=[O:12])[C:5]([CH3:7])([S:8][CH2:9][CH2:10][CH2:19][C:20]([F:23])([F:22])[F:21])[CH3:6])[CH3:2]. The yield is 0.840. (5) The reactants are [OH:1][C:2]1[C:3](=[O:17])[NH:4][C:5](=[O:16])[N:6]([CH2:8][CH2:9][C:10]2[CH:15]=CC=C[CH:11]=2)[N:7]=1.[CH3:18]O. No catalyst specified. The product is [CH3:18][C:10]([CH3:11])([CH3:15])[CH2:9][CH2:8][N:6]1[C:5](=[O:16])[NH:4][C:3](=[O:17])[C:2]([OH:1])=[N:7]1. The yield is 0.770. (6) The reactants are [CH:1]1([CH2:4][OH:5])[CH2:3][CH2:2]1.[Cl:6][C:7]1[CH:12]=[CH:11][C:10]([C:13]2[C:18](F)=[CH:17][CH:16]=[CH:15][N:14]=2)=[CH:9][CH:8]=1. The catalyst is CS(C)=O. The product is [Cl:6][C:7]1[CH:8]=[CH:9][C:10]([C:13]2[C:18]([O:5][CH2:4][CH:1]3[CH2:3][CH2:2]3)=[CH:17][CH:16]=[CH:15][N:14]=2)=[CH:11][CH:12]=1. The yield is 0.749. (7) The catalyst is CO. The reactants are [F:1][C:2]1[CH:7]=[C:6]([F:8])[CH:5]=[CH:4][C:3]=1[C:9](=[O:22])[CH2:10][C:11](=[NH:21])[NH:12][C:13]1[CH:18]=[CH:17][C:16]([O:19][CH3:20])=[CH:15][CH:14]=1.[C:23](OC)(=[O:26])[C:24]#[CH:25].C(OCC)C. The product is [NH2:21][C:11]1[N:12]([C:13]2[CH:18]=[CH:17][C:16]([O:19][CH3:20])=[CH:15][CH:14]=2)[C:23](=[O:26])[CH:24]=[CH:25][C:10]=1[C:9](=[O:22])[C:3]1[CH:4]=[CH:5][C:6]([F:8])=[CH:7][C:2]=1[F:1]. The yield is 0.550. (8) The reactants are [CH3:1][O:2][C:3]1[CH:9]=[C:8]([N+:10]([O-:12])=[O:11])[CH:7]=[CH:6][C:4]=1[NH2:5].[CH3:13][S:14](Cl)(=[O:16])=[O:15].Cl. The catalyst is N1C=CC=CC=1. The product is [CH3:1][O:2][C:3]1[CH:9]=[C:8]([N+:10]([O-:12])=[O:11])[CH:7]=[CH:6][C:4]=1[NH:5][S:14]([CH3:13])(=[O:16])=[O:15]. The yield is 0.980. (9) The reactants are [Br:1][C:2]1[CH:11]=[CH:10][C:5]([C:6]([NH:8][NH2:9])=[O:7])=[CH:4][CH:3]=1.[CH2:12]([OH:14])[CH3:13]. No catalyst specified. The product is [Br:1][C:2]1[CH:11]=[CH:10][C:5]([C:6]([NH:8][N:9]2[C:12](=[O:14])[CH:13]3[CH:5]([CH2:4][CH2:3][CH2:2][CH2:11]3)[C:6]2=[O:7])=[O:7])=[CH:4][CH:3]=1. The yield is 0.520. (10) The reactants are Br[C:2]1[CH:14]=[CH:13][C:5]([O:6]C2CCCCO2)=[CH:4][C:3]=1[CH:15]([O:17]C1CCCCO1)[CH3:16].[Li]CCCC.[B:29](OC(C)C)(OC(C)C)[O:30]C(C)C.Cl. The catalyst is C1COCC1. The product is [CH3:16][CH:15]1[O:17][B:29]([OH:30])[C:2]2[CH:14]=[CH:13][C:5]([OH:6])=[CH:4][C:3]1=2. The yield is 0.810.